This data is from Peptide-MHC class I binding affinity with 185,985 pairs from IEDB/IMGT. The task is: Regression. Given a peptide amino acid sequence and an MHC pseudo amino acid sequence, predict their binding affinity value. This is MHC class I binding data. (1) The peptide sequence is RPMTYKAAL. The MHC is HLA-A03:01 with pseudo-sequence HLA-A03:01. The binding affinity (normalized) is 0.0642. (2) The peptide sequence is KLRCRNTEA. The MHC is HLA-A30:01 with pseudo-sequence HLA-A30:01. The binding affinity (normalized) is 0.755. (3) The peptide sequence is YIPFAEDAL. The MHC is BoLA-JSP.1 with pseudo-sequence BoLA-JSP.1. The binding affinity (normalized) is 0.0641. (4) The peptide sequence is HTAEIQQFF. The MHC is HLA-A25:01 with pseudo-sequence HLA-A25:01. The binding affinity (normalized) is 0.719. (5) The peptide sequence is KMAQCTLAV. The MHC is HLA-A02:01 with pseudo-sequence HLA-A02:01. The binding affinity (normalized) is 0.754. (6) The peptide sequence is VTLFIDRGSI. The MHC is HLA-A02:03 with pseudo-sequence HLA-A02:03. The binding affinity (normalized) is 0.287.